This data is from Forward reaction prediction with 1.9M reactions from USPTO patents (1976-2016). The task is: Predict the product of the given reaction. Given the reactants [CH3:1][S:2]([C:5]1[N:10]=[CH:9][C:8]([O:11][C:12]2[CH:13]=[C:14]3[C:18](=[C:19]([O:21][CH:22]4[CH2:27][CH2:26][O:25][CH2:24][CH2:23]4)[CH:20]=2)[NH:17][C:16]([C:28](=[S:30])[NH2:29])=[CH:15]3)=[CH:7][CH:6]=1)(=[O:4])=[O:3].[C:31]([O:36][CH2:37][CH3:38])(=[O:35])[C:32]#[C:33][CH3:34].C(P(CCCC)CCCC)CCC.C(OCC)(=O)C, predict the reaction product. The product is: [CH2:37]([O:36][C:31](=[O:35])[CH2:32][CH:33]1[S:30][C:28]([C:16]2[NH:17][C:18]3[C:14]([CH:15]=2)=[CH:13][C:12]([O:11][C:8]2[CH:9]=[N:10][C:5]([S:2]([CH3:1])(=[O:4])=[O:3])=[CH:6][CH:7]=2)=[CH:20][C:19]=3[O:21][CH:22]2[CH2:23][CH2:24][O:25][CH2:26][CH2:27]2)=[N:29][CH2:34]1)[CH3:38].